Dataset: Catalyst prediction with 721,799 reactions and 888 catalyst types from USPTO. Task: Predict which catalyst facilitates the given reaction. (1) Reactant: [CH2:1]([CH:8]1[CH2:17][CH2:16][C:15]2[C:10](=[CH:11][CH:12]=[C:13]([O:18][CH3:19])[CH:14]=2)[C:9]1=[O:20])[C:2]1[CH:7]=[CH:6][CH:5]=[CH:4][CH:3]=1.C1COCC1.[Cl-].[Cl-].[Cl-].[Ce+3].[BH4-]. Product: [CH2:1]([CH:8]1[CH2:17][CH2:16][C:15]2[C:10](=[CH:11][CH:12]=[C:13]([O:18][CH3:19])[CH:14]=2)[CH:9]1[OH:20])[C:2]1[CH:3]=[CH:4][CH:5]=[CH:6][CH:7]=1. The catalyst class is: 5. (2) Product: [F:1][C:2]1[CH:7]=[C:6]([OH:8])[C:5]([F:16])=[CH:4][C:3]=1[N:17]1[C:25]2[CH:24]=[CH:23][CH:22]=[C:21]([OH:26])[C:20]=2[CH:19]=[CH:18]1. Reactant: [F:1][C:2]1[CH:7]=[C:6]([O:8]CC2C=CC=CC=2)[C:5]([F:16])=[CH:4][C:3]=1[N:17]1[C:25]2[C:20](=[C:21]([O:26]CC3C=CC=CC=3)[CH:22]=[CH:23][CH:24]=2)[CH:19]=[CH:18]1. The catalyst class is: 78. (3) Reactant: [C:1]([C:3]1[CH:49]=[CH:48][C:6]([CH2:7][N:8]([CH2:21][C:22]2[CH:47]=[CH:46][C:25]([O:26][C:27]3[CH:28]=[C:29]([CH:34]=[C:35]([O:37][CH2:38][CH2:39][C:40]4[CH:41]=[N:42][CH:43]=[CH:44][CH:45]=4)[CH:36]=3)[C:30]([O:32]C)=[O:31])=[CH:24][CH:23]=2)[C:9]2[CH:14]=[CH:13][CH:12]=[C:11]([NH:15][S:16]([CH3:19])(=[O:18])=[O:17])[C:10]=2[CH3:20])=[CH:5][CH:4]=1)#[N:2].[OH-].[Li+].Cl. Product: [C:1]([C:3]1[CH:49]=[CH:48][C:6]([CH2:7][N:8]([CH2:21][C:22]2[CH:47]=[CH:46][C:25]([O:26][C:27]3[CH:28]=[C:29]([CH:34]=[C:35]([O:37][CH2:38][CH2:39][C:40]4[CH:41]=[N:42][CH:43]=[CH:44][CH:45]=4)[CH:36]=3)[C:30]([OH:32])=[O:31])=[CH:24][CH:23]=2)[C:9]2[CH:14]=[CH:13][CH:12]=[C:11]([NH:15][S:16]([CH3:19])(=[O:18])=[O:17])[C:10]=2[CH3:20])=[CH:5][CH:4]=1)#[N:2]. The catalyst class is: 1.